This data is from hERG potassium channel inhibition data for cardiac toxicity prediction from Karim et al.. The task is: Regression/Classification. Given a drug SMILES string, predict its toxicity properties. Task type varies by dataset: regression for continuous values (e.g., LD50, hERG inhibition percentage) or binary classification for toxic/non-toxic outcomes (e.g., AMES mutagenicity, cardiotoxicity, hepatotoxicity). Dataset: herg_karim. (1) The molecule is Cc1cn(-c2ccc(Nc3cccc4c3nc(-c3ccc(F)cc3)n4C)cn2)cn1. The result is 0 (non-blocker). (2) The compound is Cc1cccc(C(CCCN)(c2ccccc2)c2ccccc2)c1. The result is 1 (blocker). (3) The molecule is COc1cnc(C(=O)Nc2ccc3c(c2)[C@@]2(COC(N)=N2)C2(COC2)C(C)(C)O3)cn1. The result is 0 (non-blocker). (4) The compound is CC1(C(=O)N2CC(c3nc(-c4ccc(C(=O)Nc5cc(C(F)(F)F)ccn5)cc4)c4c(N)nccn34)C2)COC1. The result is 1 (blocker). (5) The drug is CC(C)c1ccccc1C(=O)N(CC1CC1)[C@H]1CCNC1. The result is 0 (non-blocker). (6) The molecule is COCCOc1ccc2c(c1)Cc1c(-c3csc(C#CCOc4ccccc4)c3)n[nH]c1-2. The result is 0 (non-blocker). (7) The compound is O=C(NCc1ccc(F)cc1)N(c1ccc(Cl)cc1)C1CCN(CCO)CC1. The result is 0 (non-blocker). (8) The molecule is O=c1ccc2ncc(F)c3c2n1C[C@@]3(O)CC12CCC(NC/C(F)=C\c3cc(F)ccc3F)(CC1)CO2. The result is 1 (blocker).